Dataset: Forward reaction prediction with 1.9M reactions from USPTO patents (1976-2016). Task: Predict the product of the given reaction. (1) Given the reactants [NH2:1][C:2]1[N:10]=[C:9]2[C:5]([N:6]=[CH:7][N:8]2[CH2:11][C:12]2([O:15][CH2:16][P:17](=[O:20])([OH:19])[OH:18])[CH2:14][CH2:13]2)=[CH:4][N:3]=1.[N:21]1([C:27]([O:29][CH2:30]Cl)=[O:28])[CH2:26][CH2:25][CH2:24][CH2:23][CH2:22]1, predict the reaction product. The product is: [N:21]1([C:27]([O:29][CH2:30][O:20][P:17]([CH2:16][O:15][C:12]2([CH2:11][N:8]3[CH:7]=[N:6][C:5]4[C:9]3=[N:10][C:2]([NH2:1])=[N:3][CH:4]=4)[CH2:13][CH2:14]2)(=[O:18])[O:19][CH2:30][O:29][C:27](=[O:28])[N:21]2[CH2:26][CH2:25][CH2:24][CH2:23][CH2:22]2)=[O:28])[CH2:26][CH2:25][CH2:24][CH2:23][CH2:22]1. (2) Given the reactants [Cl:1][C:2]1[C:3]([N:14]2[CH2:19][CH2:18][NH:17][CH2:16][CH2:15]2)=[N:4][CH:5]=[C:6]([C:8]2[O:9][C:10]([CH3:13])=[CH:11][N:12]=2)[CH:7]=1.ClC(Cl)(Cl)C[O:23][C:24](=O)[NH:25][S:26]([C:29]1[S:30][C:31]([Cl:34])=[CH:32][CH:33]=1)(=[O:28])=[O:27].CCN(C(C)C)C(C)C.CC(O)=O, predict the reaction product. The product is: [Cl:1][C:2]1[C:3]([N:14]2[CH2:19][CH2:18][N:17]([C:24]([NH:25][S:26]([C:29]3[S:30][C:31]([Cl:34])=[CH:32][CH:33]=3)(=[O:28])=[O:27])=[O:23])[CH2:16][CH2:15]2)=[N:4][CH:5]=[C:6]([C:8]2[O:9][C:10]([CH3:13])=[CH:11][N:12]=2)[CH:7]=1. (3) Given the reactants C(=O)([O-])[O-].[Ca+2].[Br:6][C:7]1[CH:12]=[CH:11][C:10]([S:13](Cl)(=[O:15])=[O:14])=[CH:9][CH:8]=1.[CH3:17][C:18]1[CH:19]=[C:20]([CH:22]=[C:23]([CH3:32])[C:24]=1[S:25]([CH2:28][N+:29]([O-:31])=[O:30])(=[O:27])=[O:26])[NH2:21].O, predict the reaction product. The product is: [Br:6][C:7]1[CH:12]=[CH:11][C:10]([S:13]([NH:21][C:20]2[CH:19]=[C:18]([CH3:17])[C:24]([S:25]([CH2:28][N+:29]([O-:31])=[O:30])(=[O:27])=[O:26])=[C:23]([CH3:32])[CH:22]=2)(=[O:15])=[O:14])=[CH:9][CH:8]=1. (4) Given the reactants [Br:1][C:2]1[CH:3]=[CH:4][C:5](I)=[C:6](/[CH:8]=[CH:9]\[C:10]2[CH:15]=[C:14]([Br:16])[CH:13]=[CH:12][C:11]=2I)[CH:7]=1.[Li].CN(CCN(C)C)C.[CH3:28][Sn:29](Cl)(Cl)[CH3:30], predict the reaction product. The product is: [Br:1][C:2]1[CH:3]=[CH:4][C:5]2[Sn:29]([CH3:30])([CH3:28])[C:11]3[CH:12]=[CH:13][C:14]([Br:16])=[CH:15][C:10]=3[CH:9]=[CH:8][C:6]=2[CH:7]=1. (5) Given the reactants [F:1][C:2]1[CH:22]=[CH:21][C:5]([CH2:6][CH:7]2[C:16]3[C:11](=[CH:12][C:13]([O:19][CH3:20])=[C:14]([O:17][CH3:18])[CH:15]=3)[CH2:10][CH2:9][NH:8]2)=[CH:4][CH:3]=1.Br[CH2:24][C:25](Br)=[O:26].[CH2:28]([NH:35][CH3:36])[C:29]1[CH:34]=[CH:33][CH:32]=[CH:31][CH:30]=1, predict the reaction product. The product is: [F:1][C:2]1[CH:3]=[CH:4][C:5]([CH2:6][CH:7]2[C:16]3[C:11](=[CH:12][C:13]([O:19][CH3:20])=[C:14]([O:17][CH3:18])[CH:15]=3)[CH2:10][CH2:9][N:8]2[CH2:24][C:25]([N:35]([CH2:28][C:29]2[CH:34]=[CH:33][CH:32]=[CH:31][CH:30]=2)[CH3:36])=[O:26])=[CH:21][CH:22]=1. (6) Given the reactants C[Si](C)(C)O[Si](C)(C)C.O=P12OP3(OP(OP(O3)(O1)=O)(=O)O2)=O.[Br:24][C:25]1[CH:30]=[CH:29][C:28]([NH:31][C:32](=O)[CH2:33][CH:34]2[CH2:39][CH2:38][N:37](C(OC(C)(C)C)=O)[CH2:36][CH2:35]2)=[C:27]([OH:48])[CH:26]=1.O, predict the reaction product. The product is: [Br:24][C:25]1[CH:30]=[CH:29][C:28]2[N:31]=[C:32]([CH2:33][CH:34]3[CH2:35][CH2:36][NH:37][CH2:38][CH2:39]3)[O:48][C:27]=2[CH:26]=1. (7) Given the reactants Br.[C:2]([CH:10]1[CH2:15][CH2:14][NH:13][CH2:12][CH2:11]1)(=[O:9])[C:3]1[CH:8]=[CH:7][CH:6]=[CH:5][CH:4]=1.C([O-])([O-])=O.[K+].[K+].Br[CH2:23][CH2:24][CH2:25]Cl.[C:27]([C:29]1[CH:34]=[CH:33][C:32]([OH:35])=[CH:31][CH:30]=1)#[N:28], predict the reaction product. The product is: [C:2]([CH:10]1[CH2:15][CH2:14][N:13]([CH2:23][CH2:24][CH2:25][O:35][C:32]2[CH:33]=[CH:34][C:29]([C:27]#[N:28])=[CH:30][CH:31]=2)[CH2:12][CH2:11]1)(=[O:9])[C:3]1[CH:8]=[CH:7][CH:6]=[CH:5][CH:4]=1.